From a dataset of Experimentally validated miRNA-target interactions with 360,000+ pairs, plus equal number of negative samples. Binary Classification. Given a miRNA mature sequence and a target amino acid sequence, predict their likelihood of interaction. (1) The miRNA is hsa-miR-139-5p with sequence UCUACAGUGCACGUGUCUCCAGU. The protein sequence of the target gene is MSVAFVPDWLRGKAEVNQETIQRLLEENDQLIRCIVEYQNKGRGNECVQYQHVLHRNLIYLATIADASPTSTSKAME. Result: 0 (no interaction). (2) The miRNA is hsa-miR-4775 with sequence UUAAUUUUUUGUUUCGGUCACU. The protein sequence of the target gene is MILLEVNNRIIEETLALKFENAAAGNKPEAVEVTFADFDGVLYHISNPNGDKTKVMVSISLKFYKELQAHGADELLKRVYGSFLVNPESGYNVSLLYDLENLPASKDSIVHQAGMLKRNCFASVFEKYFQFQEEGKEGENRAVIHYRDDETMYVESKKDRVTVVFSTVFKDDDDVVIGKVFMQEFKEGRRASHTAPQVLFSHREPPLELKDTDAAVGDNIGYITFVLFPRHTNASARDNTINLIHTFRDYLHYHIKCSKAYIHTRMRAKTSDFLKVLNRARPDAEKKEMKTITGKTFSSR.... Result: 1 (interaction). (3) The miRNA is hsa-miR-335-5p with sequence UCAAGAGCAAUAACGAAAAAUGU. The protein sequence of the target gene is MELFQAKDHYILQQGERALWCSRRDGGLQLRPATDLLLAWNPICLGLVEGVIGKIQLHSDLPWWLILIRQKALVGKLPGDHEVCKVTKIAVLSLSEMEPQDLELELCKKHHFGINKPEKIIPSPDDSKFLLKTFTHIKSNVSAPNKKKVKESKEKEKLERRLLEELLKMFMDSESFYYSLTYDLTNSVQRQSTGERDGRPLWQKVDDRFFWNKYMIQDLTEIGTPDVDFWIIPMIQGFVQIEELVVNYTESSDDEKSSPETPPQESTCVDDIHPRFLVALISRRSRHRAGMRYKRRGVDK.... Result: 1 (interaction). (4) The miRNA is hsa-miR-4659b-5p with sequence UUGCCAUGUCUAAGAAGAA. The protein sequence of the target gene is MTMETQMSQNVCPRNLWLLQPLTVLLLLASADSQAAAPPKAVLKLEPPWINVLQEDSVTLTCQGARSPESDSIQWFHNGNLIPTHTQPSYRFKANNNDSGEYTCQTGQTSLSDPVHLTVLSEWLVLQTPHLEFQEGETIMLRCHSWKDKPLVKVTFFQNGKSQKFSHLDPTFSIPQANHSHSGDYHCTGNIGYTLFSSKPVTITVQVPSMGSSSPMGIIVAVVIATAVAAIVAAVVALIYCRKKRISANSTDPVKAAQFEPPGRQMIAIRKRQLEETNNDYETADGGYMTLNPRAPTDDD.... Result: 0 (no interaction). (5) Result: 0 (no interaction). The protein sequence of the target gene is MRLGRVCPRGPGKVRSPRHRFSCTLFVSTTGSSCGHHGPQLAASSNPSVLPGLHEQPPQASHSRPLNGLLRLGIPGDMYARSEPFAPGPMARSDTLATATALHGYGGMNLTMNLTAPHGPGAFFRYMRQPIKQELICKWLGDDSPMSPRPCSKTFSTMHELVTHVTVEHVGGPEQANHICFWEECPRQGKPFKAKYKLVNHIRVHTGEKPFPCPFPGCGKVFARSENLKIHKRTHTGEKPFRCEFEGCERRFANSSDRKKHSHVHTSDKPYMCKVRGCDKCYTHPSSLRKHMKVHGRSPP.... The miRNA is hsa-miR-1266-5p with sequence CCUCAGGGCUGUAGAACAGGGCU. (6) The miRNA is mmu-miR-340-5p with sequence UUAUAAAGCAAUGAGACUGAUU. The protein sequence of the target gene is MSRRKQAKPQHLKSDEELPPQDGASEHGVPGDGAEDADSGSESRSGSEETSVCEKCCAEFFKWADFLQHKKTCTKNPLVLIVHDDEPAPPSEDFPEPSPASSPSDRTESEVAEEVAPTEGSEVKAATKEAEPMDVEVSTDKGPPGPSVPPPPPALPPQPEPAAFSMPSTNVTLETLLSTKVAVAQFSQGARAGGTTGAGGSVGAVAIPMILEQLVALQQQQIHQLQLIEQIRSQVALMSRQPGPPLKPSASAPGTASVQLQGLTPHAALQLSAGPATASAGSGSTLPAAFDGPQHLSQPA.... Result: 1 (interaction).